Dataset: Forward reaction prediction with 1.9M reactions from USPTO patents (1976-2016). Task: Predict the product of the given reaction. The product is: [F:11][C:12]1[CH:21]=[C:20]2[C:15]([CH2:16][CH2:17][CH2:18][C@@H:19]2[OH:22])=[CH:14][CH:13]=1. Given the reactants C(N(CC)CC)C.C(O)=O.[F:11][C:12]1[CH:21]=[C:20]2[C:15]([CH2:16][CH2:17][CH2:18][C:19]2=[O:22])=[CH:14][CH:13]=1, predict the reaction product.